From a dataset of Full USPTO retrosynthesis dataset with 1.9M reactions from patents (1976-2016). Predict the reactants needed to synthesize the given product. (1) Given the product [CH2:29]([C:28]1[C:21]([N+:18]([O-:12])=[O:31])=[CH:23][CH:22]=[CH:24][C:27]=1[O:10][CH2:7][CH2:6][CH2:5][CH2:4][CH2:9][CH3:8])[CH3:30], predict the reactants needed to synthesize it. The reactants are: [N+]([C:4]1[CH:9]=[CH:8][C:7]([OH:10])=[CH:6][CH:5]=1)([O-])=O.C(=O)([O-])[O-:12].[K+].[K+].C[N:18]([CH3:21])C=O.[CH2:22]([CH:24]([CH2:27][CH2:28][CH2:29][CH3:30])CBr)[CH3:23].[OH2:31]. (2) The reactants are: [C:1]([O:4][CH2:5][C:6]1[C:7]([N:13]2[CH2:24][CH2:23][N:22]3[C:15](=[CH:16][C:17]4[CH2:18][C:19]([CH3:26])([CH3:25])[CH2:20][C:21]=43)[C:14]2=[O:27])=[N:8][CH:9]=[CH:10][C:11]=1Cl)(=[O:3])[CH3:2].[B:28]1(B2OC(C)(C)C(C)(C)O2)[O:32]C(C)(C)C(C)(C)[O:29]1.CC(C1C=C(C(C)C)C(C2C=CC=CC=2P(C2CCCCC2)C2CCCCC2)=C(C(C)C)C=1)C.C([O-])(=O)C.[K+]. Given the product [C:1]([O:4][CH2:5][C:6]1[C:7]([N:13]2[CH2:24][CH2:23][N:22]3[C:15](=[CH:16][C:17]4[CH2:18][C:19]([CH3:26])([CH3:25])[CH2:20][C:21]=43)[C:14]2=[O:27])=[N:8][CH:9]=[CH:10][C:11]=1[B:28]([OH:32])[OH:29])(=[O:3])[CH3:2], predict the reactants needed to synthesize it. (3) Given the product [CH3:2][C:3]1([CH3:26])[CH2:12][CH2:11][C:10]([CH3:13])([CH3:14])[C:9]2[CH:8]=[C:7]([C:15]3[N:16]=[C:17]([N:20]4[CH2:21][CH2:22][N:23]([CH2:33][CH2:32][CH2:31][C:30]([OH:35])=[O:29])[CH2:24][CH2:25]4)[S:18][CH:19]=3)[CH:6]=[CH:5][C:4]1=2, predict the reactants needed to synthesize it. The reactants are: Br.[CH3:2][C:3]1([CH3:26])[CH2:12][CH2:11][C:10]([CH3:14])([CH3:13])[C:9]2[CH:8]=[C:7]([C:15]3[N:16]=[C:17]([N:20]4[CH2:25][CH2:24][NH:23][CH2:22][CH2:21]4)[S:18][CH:19]=3)[CH:6]=[CH:5][C:4]1=2.C([O:29][C:30](=[O:35])[CH2:31][CH2:32][CH2:33]Br)C.C(O)(C(F)(F)F)=O. (4) The reactants are: [NH2:1][C:2]1[CH:22]=[CH:21][CH:20]=[C:19]([N+:23]([O-:25])=[O:24])[C:3]=1[C:4]([NH:6][CH:7]([CH2:12][C:13]1[CH:18]=[CH:17][CH:16]=[CH:15][CH:14]=1)[C:8]([O:10]C)=[O:9])=[O:5]. Given the product [NH2:1][C:2]1[CH:22]=[CH:21][CH:20]=[C:19]([N+:23]([O-:25])=[O:24])[C:3]=1[C:4]([NH:6][CH:7]([CH2:12][C:13]1[CH:18]=[CH:17][CH:16]=[CH:15][CH:14]=1)[C:8]([OH:10])=[O:9])=[O:5], predict the reactants needed to synthesize it. (5) Given the product [CH2:17]([O:16][Si:12]([O:19][CH2:20][CH3:21])([O:13][CH2:14][CH3:15])[CH2:11][CH2:10][CH2:9][N:8]1[C:1](=[O:7])[CH:2]=[CH:3][C:4]1=[O:6])[CH3:18], predict the reactants needed to synthesize it. The reactants are: [C:1]1(=[O:7])[O:6][C:4](=O)[CH:3]=[CH:2]1.[NH2:8][CH2:9][CH2:10][CH2:11][Si:12]([O:19][CH2:20][CH3:21])([O:16][CH2:17][CH3:18])[O:13][CH2:14][CH3:15].C[Si](C)(C)N[Si](C)(C)C.